Regression/Classification. Given a drug SMILES string, predict its toxicity properties. Task type varies by dataset: regression for continuous values (e.g., LD50, hERG inhibition percentage) or binary classification for toxic/non-toxic outcomes (e.g., AMES mutagenicity, cardiotoxicity, hepatotoxicity). Dataset: carcinogens_lagunin. From a dataset of Carcinogenicity classification data from Lagunin et al.. (1) The drug is COc1ccc2c(OC)c3ccoc3nc2c1OC. The result is 0 (non-carcinogenic). (2) The drug is O[C@@H]1CCCC[C@H]1N1CCC(c2ccccc2)CC1. The result is 0 (non-carcinogenic).